This data is from TCR-epitope binding with 47,182 pairs between 192 epitopes and 23,139 TCRs. The task is: Binary Classification. Given a T-cell receptor sequence (or CDR3 region) and an epitope sequence, predict whether binding occurs between them. (1) The epitope is KLNVGDYFV. The TCR CDR3 sequence is CASSSTGLAGEQFF. Result: 0 (the TCR does not bind to the epitope). (2) The epitope is ILHCANFNV. The TCR CDR3 sequence is CASSLWSGASNEQFF. Result: 0 (the TCR does not bind to the epitope). (3) The epitope is GLCTLVAML. The TCR CDR3 sequence is CASTPALGAKQYF. Result: 1 (the TCR binds to the epitope). (4) The epitope is VLAWLYAAV. The TCR CDR3 sequence is CASSYGSGRLYEQYF. Result: 1 (the TCR binds to the epitope). (5) The epitope is YFPLQSYGF. The TCR CDR3 sequence is CASSWSPGLAINRPNEQFF. Result: 1 (the TCR binds to the epitope). (6) The epitope is IQYIDIGNY. The TCR CDR3 sequence is CASSLVLAGDTGELFF. Result: 1 (the TCR binds to the epitope). (7) The epitope is FLNRFTTTL. The TCR CDR3 sequence is CASEVNTEAFF. Result: 1 (the TCR binds to the epitope).